Task: Regression. Given a peptide amino acid sequence and an MHC pseudo amino acid sequence, predict their binding affinity value. This is MHC class II binding data.. Dataset: Peptide-MHC class II binding affinity with 134,281 pairs from IEDB The peptide sequence is TARRHLAEGKVDTGV. The MHC is HLA-DQA10201-DQB10301 with pseudo-sequence HLA-DQA10201-DQB10301. The binding affinity (normalized) is 0.293.